Dataset: Catalyst prediction with 721,799 reactions and 888 catalyst types from USPTO. Task: Predict which catalyst facilitates the given reaction. (1) Reactant: Cl[C:2]1[CH:7]=[C:6]([Cl:8])[N:5]=[N:4][C:3]=1[C:9]([O:11][CH2:12][CH3:13])=[O:10].[CH3:14][C:15]1[CH:20]=[C:19]([CH2:21][CH2:22][CH3:23])[N:18]=[C:17]([NH2:24])[CH:16]=1. Product: [Cl:8][C:6]1[N:5]=[N:4][C:3]([C:9]([O:11][CH2:12][CH3:13])=[O:10])=[C:2]([NH:24][C:17]2[CH:16]=[C:15]([CH3:14])[CH:20]=[C:19]([CH2:21][CH2:22][CH3:23])[N:18]=2)[CH:7]=1. The catalyst class is: 10. (2) The catalyst class is: 1. Product: [S:35]([OH:38])(=[O:37])(=[O:36])[CH3:34].[NH2:1][C:2]1[N:7]=[CH:6][N:5]=[C:4]2[N:8]([CH2:19][CH2:20][N:21]([CH2:26][C:27]3[CH:32]=[CH:31][CH:30]=[CH:29][C:28]=3[F:33])[C:22](=[O:25])[CH:23]=[CH2:24])[N:9]=[C:10]([C:11]3[CH:16]=[C:15]([OH:17])[CH:14]=[C:13]([F:18])[CH:12]=3)[C:3]=12. Reactant: [NH2:1][C:2]1[N:7]=[CH:6][N:5]=[C:4]2[N:8]([CH2:19][CH2:20][N:21]([CH2:26][C:27]3[CH:32]=[CH:31][CH:30]=[CH:29][C:28]=3[F:33])[C:22](=[O:25])[CH:23]=[CH2:24])[N:9]=[C:10]([C:11]3[CH:16]=[C:15]([OH:17])[CH:14]=[C:13]([F:18])[CH:12]=3)[C:3]=12.[CH3:34][S:35]([OH:38])(=[O:37])=[O:36]. (3) Reactant: [OH:1][NH:2][C:3](=[O:29])[CH2:4][N:5]1[C:13]2[CH:12]=[C:11]3[NH:14][C:15]([C:17]4[C:25]5[C:20](=[CH:21][CH:22]=[CH:23][CH:24]=5)[NH:19][N:18]=4)=[N:16][C:10]3=[CH:9][C:8]=2[C:7]([CH3:27])([CH3:26])[C:6]1=[O:28].[OH-].[K+].[CH2:32](Br)[C:33]1[CH:38]=[CH:37][CH:36]=[CH:35][CH:34]=1. Product: [CH2:32]([O:1][NH:2][C:3](=[O:29])[CH2:4][N:5]1[C:13]2[CH:12]=[C:11]3[NH:14][C:15]([C:17]4[C:25]5[C:20](=[CH:21][CH:22]=[CH:23][CH:24]=5)[NH:19][N:18]=4)=[N:16][C:10]3=[CH:9][C:8]=2[C:7]([CH3:26])([CH3:27])[C:6]1=[O:28])[C:33]1[CH:38]=[CH:37][CH:36]=[CH:35][CH:34]=1. The catalyst class is: 40. (4) Reactant: [N:1]1([C:7]2[CH:14]=[CH:13][C:10]([CH:11]=O)=[C:9]([C:15]([F:18])([F:17])[F:16])[CH:8]=2)[CH2:6][CH2:5][O:4][CH2:3][CH2:2]1.[N:19]1([C:25]([O:27][C:28]([CH3:31])([CH3:30])[CH3:29])=[O:26])[CH2:24][CH2:23][NH:22][CH2:21][CH2:20]1.ClCCCl.C(O[BH-](OC(=O)C)OC(=O)C)(=O)C.[Na+]. The catalyst class is: 6. Product: [N:1]1([C:7]2[CH:14]=[CH:13][C:10]([CH2:11][N:22]3[CH2:21][CH2:20][N:19]([C:25]([O:27][C:28]([CH3:31])([CH3:30])[CH3:29])=[O:26])[CH2:24][CH2:23]3)=[C:9]([C:15]([F:18])([F:17])[F:16])[CH:8]=2)[CH2:6][CH2:5][O:4][CH2:3][CH2:2]1. (5) Reactant: C([O:3][C:4]([C:6]1[S:24][C:9]2[N:10]=[C:11]([NH2:23])[N:12]=[C:13]([C:14]3[CH:19]=[C:18]([CH:20]=O)[CH:17]=[CH:16][C:15]=3[CH3:22])[C:8]=2[CH:7]=1)=O)C.[CH2:25]([NH2:28])[CH2:26][CH3:27].[BH4-].[Na+].[CH2:31]([NH2:33])[CH3:32]. Product: [CH2:31]([NH:33][C:4]([C:6]1[S:24][C:9]2[N:10]=[C:11]([NH2:23])[N:12]=[C:13]([C:14]3[CH:19]=[C:18]([CH2:20][NH:28][CH2:25][CH2:26][CH3:27])[CH:17]=[CH:16][C:15]=3[CH3:22])[C:8]=2[CH:7]=1)=[O:3])[CH3:32]. The catalyst class is: 5. (6) Reactant: Br[C:2]1[CH:3]=[C:4]([CH:11]=[O:12])[C:5]2[O:9][CH:8]=[CH:7][C:6]=2[CH:10]=1.[N:13]1C=CC=C[CH:14]=1.C([Cu])#N.CCOC(C)=O. Product: [CH:11]([C:4]1[C:5]2[O:9][CH:8]=[CH:7][C:6]=2[CH:10]=[C:2]([C:14]#[N:13])[CH:3]=1)=[O:12]. The catalyst class is: 3. (7) Reactant: Cl.[NH2:2][CH2:3][C:4]([C:6]1[CH:11]=[CH:10][C:9]([O:12][CH3:13])=[CH:8][CH:7]=1)=[O:5].[S:14]1[C:18]2[CH:19]=[C:20]([C:23](O)=O)[CH:21]=[CH:22][C:17]=2[N:16]=[CH:15]1.F[P-](F)(F)(F)(F)F.CN([P+](N(C)C)(N(C)C)Cl)C.C(N(CC)C(C)C)(C)C. Product: [CH3:13][O:12][C:9]1[CH:10]=[CH:11][C:6]([C:4]2[O:5][C:23]([C:20]3[CH:21]=[CH:22][C:17]4[N:16]=[CH:15][S:14][C:18]=4[CH:19]=3)=[N:2][CH:3]=2)=[CH:7][CH:8]=1. The catalyst class is: 37. (8) Reactant: [F:1][C:2]1[CH:3]=[C:4]([C:8]2[N:9]=[C:10]([C:23]([O:25]CC)=O)[S:11][C:12]=2[C:13]2[CH:18]=[CH:17][C:16](=[O:19])[N:15]([CH:20]([CH3:22])[CH3:21])[N:14]=2)[CH:5]=[CH:6][CH:7]=1.[CH:28]([NH2:31])([CH3:30])[CH3:29]. Product: [F:1][C:2]1[CH:3]=[C:4]([C:8]2[N:9]=[C:10]([C:23]([NH:31][CH:28]([CH3:30])[CH3:29])=[O:25])[S:11][C:12]=2[C:13]2[CH:18]=[CH:17][C:16](=[O:19])[N:15]([CH:20]([CH3:22])[CH3:21])[N:14]=2)[CH:5]=[CH:6][CH:7]=1. The catalyst class is: 7. (9) Reactant: Cl[C:2]1[C:3]2[CH:10]=[CH:9][S:8][C:4]=2[N:5]=[CH:6][N:7]=1.[C:11]([N:14]1[CH2:19][CH2:18][CH:17]([C:20]2[N:21]=[C:22]([NH:25][C:26]3[N:31]=[CH:30][C:29]([S:32]CCC(OC)=O)=[CH:28][C:27]=3[O:39][C:40]3[CH:45]=[CH:44][CH:43]=[CH:42][CH:41]=3)[S:23][CH:24]=2)[CH2:16][CH2:15]1)(=[O:13])[CH3:12].CC([O-])(C)C.[K+]. Product: [O:39]([C:27]1[C:26]([NH:25][C:22]2[S:23][CH:24]=[C:20]([CH:17]3[CH2:16][CH2:15][N:14]([C:11](=[O:13])[CH3:12])[CH2:19][CH2:18]3)[N:21]=2)=[N:31][CH:30]=[C:29]([S:32][C:2]2[C:3]3[CH:10]=[CH:9][S:8][C:4]=3[N:5]=[CH:6][N:7]=2)[CH:28]=1)[C:40]1[CH:41]=[CH:42][CH:43]=[CH:44][CH:45]=1. The catalyst class is: 16. (10) Reactant: [Br:1][C:2]1[CH:7]=[CH:6][C:5]([SH:8])=[CH:4][CH:3]=1.[H-].[Na+].Br[CH:12]([CH3:14])[CH3:13]. Product: [Br:1][C:2]1[CH:7]=[CH:6][C:5]([S:8][CH:12]([CH3:14])[CH3:13])=[CH:4][CH:3]=1. The catalyst class is: 1.